This data is from Forward reaction prediction with 1.9M reactions from USPTO patents (1976-2016). The task is: Predict the product of the given reaction. (1) The product is: [ClH:24].[NH2:7][CH2:8][CH:9]([NH:16][C:17]([C:18]1[CH:23]=[CH:22][C:21]([Cl:24])=[C:20]([NH:25][C:26]([C:28]2[C:29](=[O:40])[NH:30][C:31]3[C:36]([CH:37]=2)=[CH:35][N:34]=[C:33]([O:38][CH3:39])[CH:32]=3)=[O:27])[CH:19]=1)=[O:41])[C:10]1[CH:11]=[CH:12][CH:13]=[CH:14][CH:15]=1. Given the reactants C(OC(=O)[NH:7][CH2:8][CH:9]([NH:16][C:17](=[O:41])[C:18]1[CH:23]=[CH:22][C:21]([Cl:24])=[C:20]([NH:25][C:26]([C:28]2[C:29](=[O:40])[NH:30][C:31]3[C:36]([CH:37]=2)=[CH:35][N:34]=[C:33]([O:38][CH3:39])[CH:32]=3)=[O:27])[CH:19]=1)[C:10]1[CH:15]=[CH:14][CH:13]=[CH:12][CH:11]=1)(C)(C)C, predict the reaction product. (2) Given the reactants Cl[C:2]1[N:7]=[CH:6][N:5]=[C:4]([NH:8][C:9]2[CH:14]=[CH:13][C:12]([P:15]([CH3:18])([CH3:17])=[O:16])=[CH:11][CH:10]=2)[CH:3]=1.[NH2:19][CH2:20][CH2:21][C:22]1[C:30]2[C:25](=[CH:26][CH:27]=[CH:28][CH:29]=2)[NH:24][CH:23]=1, predict the reaction product. The product is: [CH3:17][P:15]([C:12]1[CH:13]=[CH:14][C:9]([NH:8][C:4]2[CH:3]=[C:2]([NH:19][CH2:20][CH2:21][C:22]3[C:30]4[C:25](=[CH:26][CH:27]=[CH:28][CH:29]=4)[NH:24][CH:23]=3)[N:7]=[CH:6][N:5]=2)=[CH:10][CH:11]=1)([CH3:18])=[O:16]. (3) Given the reactants [O:1]1[CH2:6][CH2:5][O:4][C:3]2[C:7]([C:11]([OH:13])=O)=[CH:8][CH:9]=[CH:10][C:2]1=2.[Cl:14][C:15]1[CH:16]=[C:17]([CH:19]=[CH:20][CH:21]=1)[NH2:18].C(N=C=NCCCN(C)C)C.OC1C2N=NNC=2C=CC=1.C(N(CC)CC)C, predict the reaction product. The product is: [Cl:14][C:15]1[CH:16]=[C:17]([NH:18][C:11]([C:7]2[C:3]3[O:4][CH2:5][CH2:6][O:1][C:2]=3[CH:10]=[CH:9][CH:8]=2)=[O:13])[CH:19]=[CH:20][CH:21]=1. (4) Given the reactants [C:1](Cl)(Cl)=[O:2].C1(C)C=CC=CC=1.[OH:12][N:13]=[C:14]([C:16]1[CH:21]=[CH:20][C:19]([C:22]2([C:29]3[CH:34]=[CH:33][C:32]([O:35][CH2:36][C:37]4[CH:42]=[CH:41][CH:40]=[CH:39][N:38]=4)=[CH:31][CH:30]=3)[CH2:27][CH:26]3[CH2:28][CH:23]2[CH2:24][CH2:25]3)=[CH:18][CH:17]=1)[NH2:15], predict the reaction product. The product is: [N:38]1[CH:39]=[CH:40][CH:41]=[CH:42][C:37]=1[CH2:36][O:35][C:32]1[CH:31]=[CH:30][C:29]([C:22]2([C:19]3[CH:18]=[CH:17][C:16]([C:14]4[NH:15][C:1](=[O:2])[O:12][N:13]=4)=[CH:21][CH:20]=3)[CH2:27][CH:26]3[CH2:28][CH:23]2[CH2:24][CH2:25]3)=[CH:34][CH:33]=1. (5) Given the reactants C([Li])(C)(C)C.I[C:7]1([CH2:10][C@H:11]2[CH2:15][O:14][C:13]([CH3:17])([CH3:16])[O:12]2)[CH2:9][CH2:8]1.[S:18]([Cl:21])(Cl)=[O:19].CC[O:24]CC, predict the reaction product. The product is: [CH3:16][C:13]1([CH3:17])[O:12][C@@H:11]([CH2:10][C:7]2([S:18]([Cl:21])(=[O:19])=[O:24])[CH2:9][CH2:8]2)[CH2:15][O:14]1. (6) Given the reactants [C:1]([O:5][C:6]([N:8]1[CH2:13][CH2:12][CH:11]([NH:14][CH2:15][CH2:16][O:17][CH3:18])[CH2:10][CH2:9]1)=[O:7])([CH3:4])([CH3:3])[CH3:2].[F:19][C:20]([F:31])([F:30])[C:21](O[C:21](=[O:22])[C:20]([F:31])([F:30])[F:19])=[O:22], predict the reaction product. The product is: [C:1]([O:5][C:6]([N:8]1[CH2:9][CH2:10][CH:11]([N:14]([CH2:15][CH2:16][O:17][CH3:18])[C:21](=[O:22])[C:20]([F:31])([F:30])[F:19])[CH2:12][CH2:13]1)=[O:7])([CH3:4])([CH3:3])[CH3:2]. (7) Given the reactants [F:1][C:2]1([F:18])[CH2:5][C:4]([C:12]([O:14]C(C)C)=[O:13])([C:6]([O:8][CH:9]([CH3:11])[CH3:10])=[O:7])[CH2:3]1.[OH-].[Na+], predict the reaction product. The product is: [F:1][C:2]1([F:18])[CH2:5][C:4]([C:6]([O:8][CH:9]([CH3:10])[CH3:11])=[O:7])([C:12]([OH:14])=[O:13])[CH2:3]1.